This data is from Full USPTO retrosynthesis dataset with 1.9M reactions from patents (1976-2016). The task is: Predict the reactants needed to synthesize the given product. (1) Given the product [NH:14]1[CH2:15][CH2:16][CH:11]([CH2:10][O:9][C:8]2[C:3]([NH2:2])=[N:4][CH:5]=[CH:6][CH:7]=2)[CH2:12][CH2:13]1, predict the reactants needed to synthesize it. The reactants are: Cl.[NH2:2][C:3]1[C:8]([O:9][CH2:10][CH:11]2[CH2:16][CH2:15][N:14](C(OC(C)(C)C)=O)[CH2:13][CH2:12]2)=[CH:7][CH:6]=[CH:5][N:4]=1. (2) Given the product [CH2:65]([O:66][C:67]([NH:19][C@H:12]([C:13]([NH:39][CH2:40][C:41]([C:43]1[C:44]([O:53][CH3:54])=[N:45][C:46]2[C:51]([CH:52]=1)=[CH:50][CH:49]=[CH:48][CH:47]=2)=[O:42])=[O:15])[CH2:11][CH2:10][CH2:9][CH2:8][CH2:7][C:6]([O:5][C:1]([CH3:2])([CH3:3])[CH3:4])=[O:16])=[O:68])[C:33]1[CH:32]=[CH:31][CH:30]=[CH:29][CH:34]=1, predict the reactants needed to synthesize it. The reactants are: [C:1]([O:5][C:6](=[O:16])[CH2:7][CH2:8][CH2:9][CH2:10][CH2:11][CH2:12][C:13]([OH:15])=O)([CH3:4])([CH3:3])[CH3:2].CC[N:19]=C=NCCCN(C)C.Cl.[CH:29]1[CH:30]=[CH:31][C:32]2N(O)N=N[C:33]=2[CH:34]=1.[NH2:39][CH2:40][C:41]([C:43]1[C:44]([O:53][CH3:54])=[N:45][C:46]2[C:51]([CH:52]=1)=[CH:50][CH:49]=[CH:48][CH:47]=2)=[O:42].CCN(C(C)C)C(C)C.C[CH2:65][O:66][C:67](C)=[O:68].